Dataset: Catalyst prediction with 721,799 reactions and 888 catalyst types from USPTO. Task: Predict which catalyst facilitates the given reaction. (1) Reactant: [CH2:1]([CH:3]1[CH2:12][C:11]2[C:6](=[CH:7][C:8]([O:21][CH3:22])=[C:9]([O:13][CH2:14][C:15]3[CH:20]=[CH:19][CH:18]=[CH:17][CH:16]=3)[CH:10]=2)[CH2:5][NH:4]1)[CH3:2].CCN(C(C)C)C(C)C.[CH3:32][O:33][C:34]1[CH:35]=[C:36]([CH:39]=[C:40]([O:44][CH3:45])[C:41]=1[O:42][CH3:43])[CH2:37]Cl.[Cl-].[NH4+]. Product: [CH2:1]([CH:3]1[CH2:12][CH:11]2[C:6](=[CH:7][C:8]([O:21][CH3:22])=[C:9]([O:13][CH2:14][C:15]3[CH:20]=[CH:19][CH:18]=[CH:17][CH:16]=3)[CH2:10]2)[CH2:5][N:4]1[CH2:37][C:36]1[CH:39]=[C:40]([O:44][CH3:45])[C:41]([O:42][CH3:43])=[C:34]([O:33][CH3:32])[CH:35]=1)[CH3:2]. The catalyst class is: 18. (2) Reactant: S(=O)(=O)(O)O.[OH:6][CH:7]([CH2:11][N:12]1[CH:16]=[C:15]([C:17]2[CH:22]=[C:21]([NH:23][C:24]3[N:29]=[C:28]([C:30]([F:33])([F:32])[F:31])[CH:27]=[CH:26][N:25]=3)[CH:20]=[C:19]([CH3:34])[CH:18]=2)[CH:14]=[N:13]1)[C:8]([OH:10])=[O:9].[CH3:35]O. Product: [OH:6][C@H:7]([CH2:11][N:12]1[CH:16]=[C:15]([C:17]2[CH:22]=[C:21]([NH:23][C:24]3[N:29]=[C:28]([C:30]([F:31])([F:32])[F:33])[CH:27]=[CH:26][N:25]=3)[CH:20]=[C:19]([CH3:34])[CH:18]=2)[CH:14]=[N:13]1)[C:8]([O:10][CH3:35])=[O:9]. The catalyst class is: 6. (3) Reactant: [F:1][C:2]1[CH:3]=[CH:4][C:5]2[O:10][CH2:9][CH:8]3[C:11]([CH2:26][CH2:27][CH2:28][OH:29])([C:20]4[CH:25]=[CH:24][CH:23]=[CH:22][CH:21]=4)[C:12]([C:14](N(OC)C)=[O:15])=[N:13][N:7]3[C:6]=2[CH:30]=1.[CH3:31][Li]. Product: [F:1][C:2]1[CH:3]=[CH:4][C:5]2[O:10][CH2:9][CH:8]3[C:11]([CH2:26][CH2:27][CH2:28][OH:29])([C:20]4[CH:25]=[CH:24][CH:23]=[CH:22][CH:21]=4)[C:12]([C:14](=[O:15])[CH3:31])=[N:13][N:7]3[C:6]=2[CH:30]=1. The catalyst class is: 1. (4) Reactant: [Si:1]([O:8][C@H:9]([C:33]1[CH:38]=[CH:37][CH:36]=[CH:35][CH:34]=1)[C@H:10]1[CH2:14][CH2:13][C@@H:12]([CH2:15][C:16]2[CH:21]=[CH:20][C:19]([C:22]([O:24]C)=[O:23])=[CH:18][CH:17]=2)[N:11]1[C:26]([O:28][C:29]([CH3:32])([CH3:31])[CH3:30])=[O:27])([C:4]([CH3:7])([CH3:6])[CH3:5])([CH3:3])[CH3:2].[Li+].[OH-]. Product: [C:29]([O:28][C:26]([N:11]1[C@@H:10]([C@H:9]([O:8][Si:1]([C:4]([CH3:6])([CH3:5])[CH3:7])([CH3:3])[CH3:2])[C:33]2[CH:38]=[CH:37][CH:36]=[CH:35][CH:34]=2)[CH2:14][CH2:13][C@H:12]1[CH2:15][C:16]1[CH:17]=[CH:18][C:19]([C:22]([OH:24])=[O:23])=[CH:20][CH:21]=1)=[O:27])([CH3:30])([CH3:31])[CH3:32]. The catalyst class is: 5. (5) Reactant: F[C:2]1[CH:7]=[CH:6][C:5]([N+:8]([O-:10])=[O:9])=[CH:4][C:3]=1[F:11].C([O-])([O-])=O.[K+].[K+].[NH:18]1[CH:22]=[CH:21][CH:20]=[N:19]1.CS(C)=O. Product: [F:11][C:3]1[CH:4]=[C:5]([N+:8]([O-:10])=[O:9])[CH:6]=[CH:7][C:2]=1[N:18]1[CH:22]=[CH:21][CH:20]=[N:19]1. The catalyst class is: 6. (6) Reactant: [O:1]1[C@H:3]2[CH2:4][C@H:5]3[C@:18]([CH3:20])([CH2:19][C@@H:2]12)[C@@H:17]1[C@H:8]([C@H:9]2[C@@:13]([CH2:15][CH2:16]1)([CH3:14])[C@@H:12]([OH:21])[C@@H:11]([N:22]1[CH2:26][CH2:25][CH2:24][CH2:23]1)[CH2:10]2)[CH2:7][CH2:6]3.[NH:27]1[CH2:32][CH2:31][O:30][CH2:29][CH2:28]1. Product: [N:27]1([C@H:2]2[CH2:19][C@@:18]3([CH3:20])[C@@H:5]([CH2:6][CH2:7][C@@H:8]4[C@@H:17]3[CH2:16][CH2:15][C@@:13]3([CH3:14])[C@H:9]4[CH2:10][C@H:11]([N:22]4[CH2:26][CH2:25][CH2:24][CH2:23]4)[C@@H:12]3[OH:21])[CH2:4][C@@H:3]2[OH:1])[CH2:32][CH2:31][O:30][CH2:29][CH2:28]1. The catalyst class is: 6. (7) The catalyst class is: 21. Product: [CH2:38]([O:1][C:2]1[CH:10]=[CH:9][C:8]2[N:7]([S:11]([C:14]3[CH:19]=[CH:18][CH:17]=[CH:16][CH:15]=3)(=[O:13])=[O:12])[CH:6]=[C:5]3[CH2:20][CH2:21][NH:22][CH:23]([CH3:24])[C:3]=1[C:4]=23)[CH3:39]. Reactant: [OH:1][C:2]1[CH:10]=[CH:9][C:8]2[N:7]([S:11]([C:14]3[CH:19]=[CH:18][CH:17]=[CH:16][CH:15]=3)(=[O:13])=[O:12])[CH:6]=[C:5]3[CH2:20][CH2:21][N:22](C(OC(C)(C)C)=O)[CH:23]([CH3:24])[C:3]=1[C:4]=23.C([O-])([O-])=O.[K+].[K+].[CH2:38](I)[CH3:39].